From a dataset of Forward reaction prediction with 1.9M reactions from USPTO patents (1976-2016). Predict the product of the given reaction. (1) The product is: [CH2:21]([C:22]1[N:6]([CH:7]2[CH2:12][CH2:11][C:10](=[O:13])[NH:9][C:8]2=[O:14])[C:4](=[O:5])[C:3]2[C:2](=[CH:18][CH:17]=[CH:16][C:15]=2[CH3:19])[N:1]=1)[CH3:20]. Given the reactants [NH2:1][C:2]1[CH:18]=[CH:17][CH:16]=[C:15]([CH3:19])[C:3]=1[C:4]([NH:6][CH:7]1[CH2:12][CH2:11][C:10](=[O:13])[NH:9][C:8]1=[O:14])=[O:5].[C:20](OCC)(OCC)(OCC)[CH2:21][CH3:22].O, predict the reaction product. (2) Given the reactants O[CH2:2][CH2:3][CH2:4][CH2:5][CH2:6][CH2:7][NH:8][C:9](=[O:15])[O:10][C:11]([CH3:14])([CH3:13])[CH3:12].C1C=CC(P(C2C=CC=CC=2)C2C=CC=CC=2)=CC=1.C(Br)(Br)(Br)[Br:36], predict the reaction product. The product is: [Br:36][CH2:2][CH2:3][CH2:4][CH2:5][CH2:6][CH2:7][NH:8][C:9](=[O:15])[O:10][C:11]([CH3:14])([CH3:13])[CH3:12]. (3) Given the reactants [Br:1][C:2]1[CH:3]=[N:4][C:5]2[N:6]([N:8]=[C:9]([C:11]([OH:13])=O)[CH:10]=2)[CH:7]=1.[CH3:14][CH:15]1[CH2:20][C:19]([C:21]2[CH:22]=[N:23][CH:24]=[N:25][CH:26]=2)=[CH:18][CH2:17][NH:16]1, predict the reaction product. The product is: [Br:1][C:2]1[CH:3]=[N:4][C:5]2[N:6]([N:8]=[C:9]([C:11]([N:16]3[CH2:17][CH:18]=[C:19]([C:21]4[CH:26]=[N:25][CH:24]=[N:23][CH:22]=4)[CH2:20][CH:15]3[CH3:14])=[O:13])[CH:10]=2)[CH:7]=1. (4) Given the reactants [Cl:1][CH2:2][C:3]1[CH:4]=[CH:5][C:6]([CH3:9])=[N:7][CH:8]=1.[Cl-].[C:11]1([P+:17]([C:31]2[CH:36]=[CH:35][CH:34]=[CH:33][CH:32]=2)([C:25]2[CH:30]=[CH:29][CH:28]=[CH:27][CH:26]=2)CC2C=NC=CC=2)[CH:16]=[CH:15][CH:14]=[CH:13][CH:12]=1, predict the reaction product. The product is: [Cl-:1].[C:31]1([P+:17]([C:11]2[CH:12]=[CH:13][CH:14]=[CH:15][CH:16]=2)([C:25]2[CH:30]=[CH:29][CH:28]=[CH:27][CH:26]=2)[CH2:2][C:3]2[CH:8]=[N:7][C:6]([CH3:9])=[CH:5][CH:4]=2)[CH:32]=[CH:33][CH:34]=[CH:35][CH:36]=1.